This data is from Reaction yield outcomes from USPTO patents with 853,638 reactions. The task is: Predict the reaction yield, written as a fraction of the theoretical maximum amount of product (1.0 means a 100% yield; for example, 0.34 means a 34% yield). (1) The reactants are [Cl:1][C:2]1[CH:7]=[CH:6][C:5]([C:8]2[CH:13]=[CH:12][CH:11]=[CH:10][C:9]=2[C@H:14]([NH:30][S@:31]([C:33]([CH3:36])([CH3:35])[CH3:34])=[O:32])[CH:15]2[CH2:20][CH2:19][N:18]([C:21]3[CH:29]=[CH:28][C:24]([C:25](O)=[O:26])=[CH:23][CH:22]=3)[CH2:17][CH2:16]2)=[CH:4][CH:3]=1.C(Cl)CCl.CCN(C(C)C)C(C)C.[O:50]1[CH2:55][CH2:54][N:53]([CH2:56][CH2:57][C@@H:58]([NH:67][C:68]2[CH:73]=[CH:72][C:71]([S:74]([NH2:77])(=[O:76])=[O:75])=[CH:70][C:69]=2[S:78]([C:81]([F:84])([F:83])[F:82])(=[O:80])=[O:79])[CH2:59][S:60][C:61]2[CH:66]=[CH:65][CH:64]=[CH:63][CH:62]=2)[CH2:52][CH2:51]1. The catalyst is CN(C1C=CN=CC=1)C.C(Cl)Cl. The product is [Cl:1][C:2]1[CH:3]=[CH:4][C:5]([C:8]2[CH:13]=[CH:12][CH:11]=[CH:10][C:9]=2[C@H:14]([NH:30][S@:31]([C:33]([CH3:34])([CH3:35])[CH3:36])=[O:32])[CH:15]2[CH2:16][CH2:17][N:18]([C:21]3[CH:22]=[CH:23][C:24]([C:25]([NH:77][S:74]([C:71]4[CH:72]=[CH:73][C:68]([NH:67][C@H:58]([CH2:57][CH2:56][N:53]5[CH2:54][CH2:55][O:50][CH2:51][CH2:52]5)[CH2:59][S:60][C:61]5[CH:66]=[CH:65][CH:64]=[CH:63][CH:62]=5)=[C:69]([S:78]([C:81]([F:83])([F:84])[F:82])(=[O:80])=[O:79])[CH:70]=4)(=[O:75])=[O:76])=[O:26])=[CH:28][CH:29]=3)[CH2:19][CH2:20]2)=[CH:6][CH:7]=1. The yield is 0.690. (2) The reactants are [NH:1]1[C:9]2[C:4](=[CH:5][CH:6]=[CH:7][CH:8]=2)[C:3]([CH2:10][C:11]#[N:12])=[CH:2]1.[CH3:13][C:14]([O:17][C:18](O[C:18]([O:17][C:14]([CH3:16])([CH3:15])[CH3:13])=[O:19])=[O:19])([CH3:16])[CH3:15]. The catalyst is C(Cl)Cl.CN(C1C=CN=CC=1)C. The product is [C:14]([O:17][C:18]([N:1]1[C:9]2[C:4](=[CH:5][CH:6]=[CH:7][CH:8]=2)[C:3]([CH2:10][C:11]#[N:12])=[CH:2]1)=[O:19])([CH3:16])([CH3:15])[CH3:13]. The yield is 0.840. (3) The reactants are [NH2:1][C:2]1[C:11]([C:12]2[CH:17]=[CH:16][C:15]([N+:18]([O-:20])=[O:19])=[CH:14][CH:13]=2)=[N:10][C:9](Br)=[CH:8][C:3]=1[C:4]([O:6][CH3:7])=[O:5].[F:22][C:23]([F:34])([F:33])[C:24]1[CH:25]=[C:26](B(O)O)[CH:27]=[CH:28][CH:29]=1.[O-]P([O-])([O-])=O.[K+].[K+].[K+].C1(P(C2CCCCC2)C2C=CC=CC=2C2C(C(C)C)=CC(C(C)C)=CC=2C(C)C)CCCCC1. The catalyst is CC([O-])=O.CC([O-])=O.[Pd+2]. The product is [NH2:1][C:2]1[C:11]([C:12]2[CH:17]=[CH:16][C:15]([N+:18]([O-:20])=[O:19])=[CH:14][CH:13]=2)=[N:10][C:9]([C:28]2[CH:27]=[CH:26][CH:25]=[C:24]([C:23]([F:34])([F:33])[F:22])[CH:29]=2)=[CH:8][C:3]=1[C:4]([O:6][CH3:7])=[O:5]. The yield is 0.460. (4) The reactants are [CH3:1][O:2][C:3]1[CH:4]=[C:5]2[C:10](=[CH:11][C:12]=1[O:13][CH3:14])[N:9]=[CH:8]C=[C:6]2[O:15][C:16]1[CH:22]=[CH:21][C:19]([NH2:20])=[CH:18][CH:17]=1.C1(C)C=CC=CC=1.C([N:32](CC)CC)C.ClC(Cl)(O[C:41](=[O:47])OC(Cl)(Cl)Cl)Cl.[Cl:49][C:50]1[CH:51]=[C:52]([CH:56]=[CH:57][CH:58]=1)[CH:53]([OH:55])[CH3:54]. The catalyst is C(Cl)Cl. The product is [CH3:1][O:2][C:3]1[CH:4]=[C:5]2[C:10](=[CH:11][C:12]=1[O:13][CH3:14])[N:9]=[CH:8][N:32]=[C:6]2[O:15][C:16]1[CH:17]=[CH:18][C:19]([NH:20][C:41](=[O:47])[O:55][CH:53]([C:52]2[CH:56]=[CH:57][CH:58]=[C:50]([Cl:49])[CH:51]=2)[CH3:54])=[CH:21][CH:22]=1. The yield is 0.700. (5) The reactants are [Cl:1][C:2]1[CH:8]=[C:7]([O:9][C:10]2[C:19]3[C:14](=[CH:15][C:16]([O:22][CH3:23])=[C:17]([O:20][CH3:21])[CH:18]=3)[N:13]=[CH:12][N:11]=2)[CH:6]=[CH:5][C:3]=1[NH2:4].[C:24]1([CH3:30])[CH:29]=[CH:28][CH:27]=[CH:26][CH:25]=1.C(N(CC)CC)C.Cl[C:39](Cl)([O:41][C:42](=O)OC(Cl)(Cl)Cl)Cl.CC1C=CC(C[SH:56])=CC=1. The catalyst is C(Cl)Cl. The product is [Cl:1][C:2]1[CH:8]=[C:7]([O:9][C:10]2[C:19]3[C:14](=[CH:15][C:16]([O:22][CH3:23])=[C:17]([O:20][CH3:21])[CH:18]=3)[N:13]=[CH:12][N:11]=2)[CH:6]=[CH:5][C:3]=1[NH:4][C:39](=[S:56])[O:41][CH2:42][C:27]1[CH:28]=[CH:29][C:24]([CH3:30])=[CH:25][CH:26]=1. The yield is 0.420. (6) The reactants are [F:1][C:2]([F:14])([F:13])[O:3][C:4]1[CH:11]=[CH:10][CH:9]=[C:6]([CH:7]=O)[C:5]=1[OH:12].CC1(C)O[C:21](=[O:22])[CH2:20][C:18](=[O:19])[O:17]1. The catalyst is O. The product is [F:1][C:2]([F:14])([F:13])[O:3][C:4]1[CH:11]=[CH:10][CH:9]=[C:6]2[C:5]=1[O:12][C:21](=[O:22])[C:20]([C:18]([OH:19])=[O:17])=[CH:7]2. The yield is 0.600.